This data is from Catalyst prediction with 721,799 reactions and 888 catalyst types from USPTO. The task is: Predict which catalyst facilitates the given reaction. (1) Reactant: [Cl:1][C:2]1[CH:7]=[CH:6][C:5]([C@H:8]2[NH:13][C@@H:12]([C@@H:14]([O:16]C(=O)C3C=CC([N+]([O-])=O)=CC=3)[CH3:15])[CH2:11][O:10][CH2:9]2)=[CH:4][CH:3]=1.C[O-].[Na+]. Product: [Cl:1][C:2]1[CH:3]=[CH:4][C:5]([C@H:8]2[NH:13][C@@H:12]([C@@H:14]([OH:16])[CH3:15])[CH2:11][O:10][CH2:9]2)=[CH:6][CH:7]=1. The catalyst class is: 5. (2) Reactant: Cl.[Cl:2][C:3]1[C:7]([NH:8][CH2:9][CH3:10])=[CH:6][N:5]([C:11]2[CH:12]=[N:13][CH:14]=[CH:15][CH:16]=2)[N:4]=1.[CH:17]1([C:20]([OH:22])=O)[CH2:19][CH2:18]1.Cl.CN(C)CCCN=C=NCC. Product: [Cl:2][C:3]1[C:7]([N:8]([CH2:9][CH3:10])[C:20]([CH:17]2[CH2:19][CH2:18]2)=[O:22])=[CH:6][N:5]([C:11]2[CH:12]=[N:13][CH:14]=[CH:15][CH:16]=2)[N:4]=1. The catalyst class is: 68. (3) Reactant: [F:1][C:2]([F:33])([F:32])[C:3]([C:6]1[CH:11]=[CH:10][C:9]([S:12]([N:15]2[CH2:20][CH2:19][N:18]([C:21]3[CH:26]=[CH:25][N:24]=[CH:23][C:22]=3[C:27]([F:30])([F:29])[F:28])[CH2:17][C@H:16]2[CH3:31])(=[O:14])=[O:13])=[CH:8][CH:7]=1)([OH:5])[CH3:4].C1C=C(C([O-])=[O:41])C(C(O[O-])=O)=CC=1.[Mg+2]. The catalyst class is: 61. Product: [F:33][C:2]([F:1])([F:32])[C:3]([C:6]1[CH:7]=[CH:8][C:9]([S:12]([N:15]2[CH2:20][CH2:19][N:18]([C:21]3[CH:26]=[CH:25][N+:24]([O-:41])=[CH:23][C:22]=3[C:27]([F:28])([F:29])[F:30])[CH2:17][C@H:16]2[CH3:31])(=[O:13])=[O:14])=[CH:10][CH:11]=1)([OH:5])[CH3:4]. (4) Product: [ClH:25].[ClH:25].[CH:1]1([O:5][C:6]2[CH:7]=[C:8]([N:12]3[CH2:17][CH2:16][NH:15][CH2:14][CH2:13]3)[N:9]=[CH:10][N:11]=2)[CH2:4][CH2:3][CH2:2]1. The catalyst class is: 25. Reactant: [CH:1]1([O:5][C:6]2[N:11]=[CH:10][N:9]=[C:8]([N:12]3[CH2:17][CH2:16][N:15](C(OC(C)(C)C)=O)[CH2:14][CH2:13]3)[CH:7]=2)[CH2:4][CH2:3][CH2:2]1.[ClH:25].CCOC(C)=O. (5) Product: [C:36]([O:35][C:33]([NH:32][C:27]1[CH:28]=[CH:29][CH:30]=[CH:31][C:26]=1[NH:25][C:24](/[CH:23]=[CH:22]/[C:19]1[CH:18]=[CH:17][C:16]([CH:5]([CH2:6][CH2:7][O:8][Si:9]([C:12]([CH3:15])([CH3:14])[CH3:13])([CH3:11])[CH3:10])[C:4]([OH:41])=[O:3])=[CH:21][CH:20]=1)=[O:40])=[O:34])([CH3:38])([CH3:37])[CH3:39]. Reactant: C([O:3][C:4](=[O:41])[CH:5]([C:16]1[CH:21]=[CH:20][C:19](/[CH:22]=[CH:23]/[C:24](=[O:40])[NH:25][C:26]2[CH:31]=[CH:30][CH:29]=[CH:28][C:27]=2[NH:32][C:33]([O:35][C:36]([CH3:39])([CH3:38])[CH3:37])=[O:34])=[CH:18][CH:17]=1)[CH2:6][CH2:7][O:8][Si:9]([C:12]([CH3:15])([CH3:14])[CH3:13])([CH3:11])[CH3:10])C.O[Li].O. The catalyst class is: 24. (6) Reactant: [F:1][C:2]([F:12])([F:11])[CH:3]1[CH2:8][CH2:7][CH:6]([CH2:9][NH2:10])[CH2:5][CH2:4]1.[CH3:13][C:14]([CH3:16])=O.[BH3-]C#N.[Na+]. Product: [F:1][C:2]([F:11])([F:12])[CH:3]1[CH2:4][CH2:5][CH:6]([CH2:9][NH:10][CH:14]([CH3:16])[CH3:13])[CH2:7][CH2:8]1. The catalyst class is: 4. (7) Reactant: C(O)(C(F)(F)F)=O.[F:8][C:9]([F:49])([F:48])[C:10]1[N:14]2[N:15]=[C:16]([N:19]3[CH2:24][CH2:23][CH:22]([C:25]4[CH:47]=[CH:46][C:28]([O:29][CH2:30][CH2:31][CH2:32][N:33]5[CH2:38][CH2:37][N:36](C(OC(C)(C)C)=O)[CH2:35][CH2:34]5)=[CH:27][CH:26]=4)[CH2:21][CH2:20]3)[CH2:17][CH2:18][C:13]2=[N:12][N:11]=1. Product: [N:33]1([CH2:32][CH2:31][CH2:30][O:29][C:28]2[CH:27]=[CH:26][C:25]([CH:22]3[CH2:21][CH2:20][N:19]([C:16]4[CH2:17][CH2:18][C:13]5[N:14]([C:10]([C:9]([F:49])([F:48])[F:8])=[N:11][N:12]=5)[N:15]=4)[CH2:24][CH2:23]3)=[CH:47][CH:46]=2)[CH2:34][CH2:35][NH:36][CH2:37][CH2:38]1. The catalyst class is: 2.